This data is from Peptide-MHC class II binding affinity with 134,281 pairs from IEDB. The task is: Regression. Given a peptide amino acid sequence and an MHC pseudo amino acid sequence, predict their binding affinity value. This is MHC class II binding data. The peptide sequence is SQIPISINYRTEIDK. The binding affinity (normalized) is 0.386. The MHC is DRB1_0701 with pseudo-sequence DRB1_0701.